Dataset: Peptide-MHC class I binding affinity with 185,985 pairs from IEDB/IMGT. Task: Regression. Given a peptide amino acid sequence and an MHC pseudo amino acid sequence, predict their binding affinity value. This is MHC class I binding data. (1) The peptide sequence is APRGFRAAF. The MHC is HLA-A02:03 with pseudo-sequence HLA-A02:03. The binding affinity (normalized) is 0.326. (2) The peptide sequence is RSCTLPPL. The MHC is H-2-Kb with pseudo-sequence H-2-Kb. The binding affinity (normalized) is 0.298. (3) The peptide sequence is HSNSEYLMF. The MHC is HLA-C15:02 with pseudo-sequence HLA-C15:02. The binding affinity (normalized) is 0.581. (4) The peptide sequence is YPAVINSNI. The MHC is HLA-B48:01 with pseudo-sequence HLA-B48:01. The binding affinity (normalized) is 0.0847. (5) The peptide sequence is GETPIAYRNV. The MHC is HLA-B18:01 with pseudo-sequence HLA-B18:01. The binding affinity (normalized) is 0. (6) The peptide sequence is RQFPTAFEP. The MHC is Mamu-B3901 with pseudo-sequence Mamu-B3901. The binding affinity (normalized) is 0. (7) The binding affinity (normalized) is 0.0609. The MHC is H-2-Kb with pseudo-sequence H-2-Kb. The peptide sequence is FTSAALRNLCF. (8) The peptide sequence is FPLKLRGTAV. The MHC is HLA-B54:01 with pseudo-sequence HLA-B54:01. The binding affinity (normalized) is 0.994. (9) The peptide sequence is ESTINLLPY. The MHC is HLA-A69:01 with pseudo-sequence HLA-A69:01. The binding affinity (normalized) is 0.0847. (10) The peptide sequence is YANMWSLMY. The MHC is HLA-B35:01 with pseudo-sequence HLA-B35:01. The binding affinity (normalized) is 1.00.